Dataset: Catalyst prediction with 721,799 reactions and 888 catalyst types from USPTO. Task: Predict which catalyst facilitates the given reaction. (1) Reactant: [CH2:1]([CH:8]1[CH2:17][C:16]2[C:11](=[CH:12][CH:13]=[C:14]([F:18])[CH:15]=2)[CH2:10][NH:9]1)[C:2]1[CH:7]=[CH:6][CH:5]=[CH:4][CH:3]=1.[CH2:19]([N:26]([CH2:34][CH:35]=O)[C:27](=[O:33])[O:28][C:29]([CH3:32])([CH3:31])[CH3:30])[C:20]1[CH:25]=[CH:24][CH:23]=[CH:22][CH:21]=1.C(O[BH-](OC(=O)C)OC(=O)C)(=O)C.[Na+].C(O)(=O)C. Product: [CH2:19]([N:26]([CH2:34][CH2:35][N:9]1[CH:8]([CH2:1][C:2]2[CH:3]=[CH:4][CH:5]=[CH:6][CH:7]=2)[CH2:17][C:16]2[C:11](=[CH:12][CH:13]=[C:14]([F:18])[CH:15]=2)[CH2:10]1)[C:27](=[O:33])[O:28][C:29]([CH3:30])([CH3:31])[CH3:32])[C:20]1[CH:25]=[CH:24][CH:23]=[CH:22][CH:21]=1. The catalyst class is: 93. (2) Reactant: [OH:1][C@@H:2]([C@H:4]1[C:39](=[O:40])[N:6]2[C:7]([C:26]([O:28]CC3C=CC([N+]([O-])=O)=CC=3)=[O:27])=[C:8]([C:11]3[S:15][C:14]4=[C:16]([S:19][C:20]5[CH:25]=[CH:24][CH:23]=[CH:22][N:21]=5)[N:17]=[CH:18][N:13]4[CH:12]=3)[C@H:9]([CH3:10])[C@H:5]12)[CH3:3].I[CH2:42][C:43]([NH2:45])=[O:44].C(OCC)(=O)C. Product: [C:43]([CH2:42][N+:21]1[CH:22]=[CH:23][CH:24]=[CH:25][C:20]=1[S:19][C:16]1[N:17]=[CH:18][N:13]2[CH:12]=[C:11]([C:8]3[C@H:9]([CH3:10])[C@@H:5]4[C@@H:4]([C@H:2]([OH:1])[CH3:3])[C:39](=[O:40])[N:6]4[C:7]=3[C:26]([O-:28])=[O:27])[S:15][C:14]=12)(=[O:44])[NH2:45]. The catalyst class is: 21.